This data is from hERG Central: cardiac toxicity at 1µM, 10µM, and general inhibition. The task is: Predict hERG channel inhibition at various concentrations. (1) The compound is CCN(CC)S(=O)(=O)c1ccc2c(c1)nc(SCC(=O)NC1CC1)n2-c1ccccc1OC. Results: hERG_inhib (hERG inhibition (general)): blocker. (2) The compound is CCCn1c(NCc2cc(OC)ccc2OC)nc2ccccc21. Results: hERG_inhib (hERG inhibition (general)): blocker. (3) The drug is CSc1ccc(CN2CCCC(N3CCN(c4ccccc4)CC3)C2)cc1. Results: hERG_inhib (hERG inhibition (general)): blocker. (4) The compound is O=C(c1ccncc1)c1ccc(N2CCN(C3CC(=O)N(Cc4cccs4)C3=O)CC2)cc1. Results: hERG_inhib (hERG inhibition (general)): blocker. (5) The drug is O=C(c1ccc2c(c1)OCO2)C1CCCN(Cc2ccc3nsnc3c2)C1. Results: hERG_inhib (hERG inhibition (general)): blocker. (6) The molecule is CN(CC(=O)Nc1ccc(OC(F)(F)F)cc1)C1CCCCC1.Cl. Results: hERG_inhib (hERG inhibition (general)): blocker.